Task: Predict the reactants needed to synthesize the given product.. Dataset: Full USPTO retrosynthesis dataset with 1.9M reactions from patents (1976-2016) (1) Given the product [CH3:23][C:18]1[CH:17]=[C:16]([NH:13][C@@H:8]2[CH2:9][CH2:10][CH2:11][CH2:12][C@H:7]2[NH2:14])[CH:21]=[C:20]([CH3:22])[CH:19]=1, predict the reactants needed to synthesize it. The reactants are: C([O-])([O-])=O.[K+].[K+].[C@@H:7]1([NH2:14])[CH2:12][CH2:11][CH2:10][CH2:9][C@H:8]1[NH2:13].I[C:16]1[CH:17]=[C:18]([CH3:23])[CH:19]=[C:20]([CH3:22])[CH:21]=1. (2) Given the product [CH2:24]([O:8][CH:7]([CH3:12])[C:9]([O:11][CH2:2][CH3:3])=[O:10])[C:18]1[CH:23]=[CH:22][CH:21]=[CH:20][CH:19]=1, predict the reactants needed to synthesize it. The reactants are: [O-][CH2:2][CH3:3].[Na+].C(O)(=O)C[C:7]([CH2:12]C(O)=O)([C:9]([OH:11])=[O:10])[OH:8].[C:18]1([CH3:24])[CH:23]=[CH:22][CH:21]=[CH:20][CH:19]=1. (3) Given the product [F:1][C:2]1[CH:3]=[C:4]2[C:8](=[CH:9][CH:10]=1)[NH:7][C:6](=[O:11])[C:5]2=[C:28]1[C:24]2[C:23](=[N:22][CH:27]=[CH:26][CH:25]=2)[CH2:30][O:29]1, predict the reactants needed to synthesize it. The reactants are: [F:1][C:2]1[CH:3]=[C:4]2[C:8](=[CH:9][CH:10]=1)[NH:7][C:6](=[O:11])[CH2:5]2.C[Si]([N-][Si](C)(C)C)(C)C.[Li+].[N:22]1[CH:27]=[CH:26][CH:25]=[C:24]2[C:28](=O)[O:29][CH2:30][C:23]=12.Cl. (4) Given the product [Cl:1][C:2]1[N:3]=[CH:4][C:5]([C:32]2[CH:33]=[CH:34][C:35]3[N:36]([CH:38]=[C:39]([NH:41][C:42](=[O:44])[CH3:43])[N:40]=3)[N:37]=2)=[CH:6][C:7]=1[NH:8][S:9]([C:12]1[CH:17]=[CH:16][CH:15]=[C:14]([O:18][CH:19]([F:20])[F:21])[CH:13]=1)(=[O:10])=[O:11], predict the reactants needed to synthesize it. The reactants are: [Cl:1][C:2]1[C:7]([NH:8][S:9]([C:12]2[CH:17]=[CH:16][CH:15]=[C:14]([O:18][CH:19]([F:21])[F:20])[CH:13]=2)(=[O:11])=[O:10])=[CH:6][C:5](B2OC(C)(C)C(C)(C)O2)=[CH:4][N:3]=1.Cl[C:32]1[CH:33]=[CH:34][C:35]2[N:36]([CH:38]=[C:39]([NH:41][C:42](=[O:44])[CH3:43])[N:40]=2)[N:37]=1.C(=O)([O-])[O-].[Na+].[Na+]. (5) Given the product [CH:1]1([N:5]2[CH2:11][CH2:10][C:9]3[CH:12]=[CH:13][C:14]([C:16]4[N:21]=[CH:20][C:19]([C:22]([OH:24])=[O:23])=[CH:18][CH:17]=4)=[CH:15][C:8]=3[CH2:7][CH2:6]2)[CH2:2][CH2:3][CH2:4]1, predict the reactants needed to synthesize it. The reactants are: [CH:1]1([N:5]2[CH2:11][CH2:10][C:9]3[CH:12]=[CH:13][C:14]([C:16]4[N:21]=[CH:20][C:19]([C:22]([O:24]C)=[O:23])=[CH:18][CH:17]=4)=[CH:15][C:8]=3[CH2:7][CH2:6]2)[CH2:4][CH2:3][CH2:2]1.[OH-].[Li+]. (6) Given the product [N:7]1[CH:8]=[C:10]([C:1]([OH:3])=[O:2])[CH:21]=[N:22][CH:11]=1, predict the reactants needed to synthesize it. The reactants are: [CH:1]([O-:3])=[O:2].[Li+].CC[N:7]([CH:11](C)C)[CH:8]([CH3:10])C.CC(OC(C)=O)=O.[CH3:21][N:22](C=O)C.